Dataset: Forward reaction prediction with 1.9M reactions from USPTO patents (1976-2016). Task: Predict the product of the given reaction. (1) Given the reactants Cl.[CH:2]12[CH2:11][CH:6]3[CH2:7][CH:8]([CH2:10][CH:4]([CH2:5]3)[CH:3]1[NH2:12])[CH2:9]2.[C:13]([CH:16]1C(=O)OC(C)(C)[O:18][C:17]1=O)(=[O:15])[CH3:14].C(N(C(C)C)C(C)C)C, predict the reaction product. The product is: [CH:2]12[CH2:11][CH:6]3[CH2:7][CH:8]([CH2:10][CH:4]([CH2:5]3)[CH:3]1[NH:12][C:17](=[O:18])[CH2:16][C:13](=[O:15])[CH3:14])[CH2:9]2. (2) The product is: [CH3:10][O:11][C:12](=[O:33])[CH2:13][C@@H:14]1[CH2:18][S:17][C:16]([C:19]2[NH:20][C:21]3[C:26]([CH:27]=2)=[CH:25][C:24]([CH2:28][O:7][C:1]2[CH:6]=[CH:5][CH:4]=[CH:3][CH:2]=2)=[CH:23][C:22]=3[N+:30]([O-:32])=[O:31])=[N:15]1. Given the reactants [C:1]1([OH:7])[CH:6]=[CH:5][CH:4]=[CH:3][CH:2]=1.[H-].[Na+].[CH3:10][O:11][C:12](=[O:33])[CH2:13][C@@H:14]1[CH2:18][S:17][C:16]([C:19]2[NH:20][C:21]3[C:26]([CH:27]=2)=[CH:25][C:24]([CH2:28]Cl)=[CH:23][C:22]=3[N+:30]([O-:32])=[O:31])=[N:15]1.[NH4+].[Cl-], predict the reaction product.